The task is: Predict the reactants needed to synthesize the given product.. This data is from Full USPTO retrosynthesis dataset with 1.9M reactions from patents (1976-2016). (1) The reactants are: [F:1][C:2]([F:32])([F:31])[O:3][C:4]1[CH:9]=[CH:8][C:7]([NH:10][C:11](=[O:30])[C:12]2[CH:17]=[C:16]([NH2:18])[C:15]([NH:19][CH2:20][CH:21]([F:23])[F:22])=[CH:14][C:13]=2[N:24]2[CH2:28][CH2:27][C@@H:26]([F:29])[CH2:25]2)=[CH:6][CH:5]=1.[Cl:33][C:34]1[C:47]([N:48]=[C:49]=S)=[C:46]([Cl:51])[CH:45]=[CH:44][C:35]=1[CH2:36][NH:37][C:38](=[O:43])[C:39]([CH3:42])([CH3:41])[CH3:40].CC(C)N=C=NC(C)C. Given the product [F:32][C:2]([F:31])([F:1])[O:3][C:4]1[CH:9]=[CH:8][C:7]([NH:10][C:11]([C:12]2[C:13]([N:24]3[CH2:28][CH2:27][C@@H:26]([F:29])[CH2:25]3)=[CH:14][C:15]3[N:19]([CH2:20][CH:21]([F:23])[F:22])[C:49]([NH:48][C:47]4[C:46]([Cl:51])=[CH:45][CH:44]=[C:35]([CH2:36][NH:37][C:38](=[O:43])[C:39]([CH3:40])([CH3:41])[CH3:42])[C:34]=4[Cl:33])=[N:18][C:16]=3[CH:17]=2)=[O:30])=[CH:6][CH:5]=1, predict the reactants needed to synthesize it. (2) Given the product [CH2:17]1[CH2:16][O:15][C:12]2[CH:13]=[CH:14][C:9]([NH:8][C:6]3[C:5]([F:19])=[CH:4][N:3]=[C:2]([NH:20][C:21]4[CH:22]=[N:23][CH:24]=[CH:25][CH:26]=4)[N:7]=3)=[CH:10][C:11]=2[O:18]1, predict the reactants needed to synthesize it. The reactants are: Cl[C:2]1[N:7]=[C:6]([NH:8][C:9]2[CH:14]=[CH:13][C:12]3[O:15][CH2:16][CH2:17][O:18][C:11]=3[CH:10]=2)[C:5]([F:19])=[CH:4][N:3]=1.[NH2:20][C:21]1[CH:22]=[N:23][CH:24]=[CH:25][CH:26]=1.CC(C)([O-])C.[Na+].C1C=CC(P(C2C=CC3C(=CC=CC=3)C=2C2C3C(=CC=CC=3)C=CC=2P(C2C=CC=CC=2)C2C=CC=CC=2)C2C=CC=CC=2)=CC=1.C(N(CC)C(C)C)(C)C. (3) Given the product [Br:10][C:11]1[CH:16]=[CH:15][CH:14]=[CH:13][C:12]=1[S:9][C:3]1[CH:4]=[CH:5][C:6](/[CH:23]=[CH:20]/[C:21]([SH:38]2[CH2:39][CH2:40][NH:35][CH2:36][CH2:37]2)=[O:22])=[CH:7][C:2]=1[Cl:1], predict the reactants needed to synthesize it. The reactants are: [Cl:1][C:2]1[CH:7]=[C:6](Cl)[CH:5]=[CH:4][C:3]=1[SH:9].[Br:10][C:11]1[CH:16]=[CH:15][CH:14]=[CH:13][C:12]=1S.ClC1C=CC=[CH:23][C:20]=1[CH:21]=[O:22].NCCCCCCO.[NH:35]1[CH2:40][CH2:39][S:38][CH2:37][CH2:36]1.